Dataset: Catalyst prediction with 721,799 reactions and 888 catalyst types from USPTO. Task: Predict which catalyst facilitates the given reaction. (1) Reactant: B(Br)(Br)Br.C[O:6][C:7]1[CH:15]=[CH:14][CH:13]=[C:12]2[C:8]=1[CH2:9][C:10]([CH3:21])([C:16]([O:18][CH2:19]C)=[O:17])[CH2:11]2.CO.O. Product: [OH:6][C:7]1[CH:15]=[CH:14][CH:13]=[C:12]2[C:8]=1[CH2:9][C:10]([CH3:21])([C:16]([O:18][CH3:19])=[O:17])[CH2:11]2. The catalyst class is: 4. (2) Reactant: [CH3:1][O:2][C:3]1[CH:4]=[C:5]2[C:10](=[CH:11][C:12]=1[O:13][CH3:14])[N:9]=[CH:8][CH:7]=[C:6]2[O:15][C:16]1[CH:21]=[CH:20][C:19]([OH:22])=[CH:18][CH:17]=1.[H-].[Na+].COC1C=C2C(=CC=1OC)N=[CH:32][CH:31]=[C:30]2[O:39][C:40]1[CH:45]=[CH:44][C:43](NC(NC2CCNCC2)=O)=[CH:42][CH:41]=1.[C:56](=O)([O-])O.[Na+]. Product: [CH3:1][O:2][C:3]1[CH:4]=[C:5]2[C:10](=[CH:11][C:12]=1[O:13][CH3:14])[N:9]=[CH:8][CH:7]=[C:6]2[O:15][C:16]1[CH:17]=[CH:18][C:19]([O:22][CH2:32][CH2:31][CH2:30][O:39][C:40]2[CH:41]=[CH:42][C:43]([CH3:56])=[CH:44][CH:45]=2)=[CH:20][CH:21]=1. The catalyst class is: 9. (3) Reactant: [C:1](Cl)(=[O:8])[O:2][CH2:3][C:4]([CH3:7])([CH3:6])[CH3:5].Cl.Cl.Cl.[NH2:13][CH2:14][C@H:15]1[CH2:20][CH2:19][C@H:18]([CH2:21][NH:22][C:23]([C:25]2[C:34]3[C:29](=[CH:30][CH:31]=[CH:32][CH:33]=3)[N:28]=[C:27]([N:35]3[CH2:40][CH2:39][CH:38]([CH2:41][CH2:42][N:43]([CH3:45])[CH3:44])[CH2:37][CH2:36]3)[CH:26]=2)=[O:24])[CH2:17][CH2:16]1.CCN(C(C)C)C(C)C. Product: [CH3:45][N:43]([CH3:44])[CH2:42][CH2:41][CH:38]1[CH2:37][CH2:36][N:35]([C:27]2[CH:26]=[C:25]([C:23]([NH:22][CH2:21][C@H:18]3[CH2:17][CH2:16][C@H:15]([CH2:14][NH:13][C:1](=[O:8])[O:2][CH2:3][C:4]([CH3:7])([CH3:6])[CH3:5])[CH2:20][CH2:19]3)=[O:24])[C:34]3[C:29](=[CH:30][CH:31]=[CH:32][CH:33]=3)[N:28]=2)[CH2:40][CH2:39]1. The catalyst class is: 2. (4) Reactant: N[C:2]1[S:3][C:4]2[CH:10]=[C:9]([F:11])[CH:8]=[CH:7][C:5]=2[N:6]=1.N(OC(C)(C)C)=O.[ClH:19]. Product: [Cl:19][C:2]1[S:3][C:4]2[CH:10]=[C:9]([F:11])[CH:8]=[CH:7][C:5]=2[N:6]=1. The catalyst class is: 879. (5) Reactant: [CH3:1][C:2]1[CH:10]=[CH:9][C:8]2[N:7]([CH2:11][C:12]([C:15]3[CH:16]=[N:17][CH:18]=[CH:19][CH:20]=3)([OH:14])[CH3:13])[C:6]3[CH2:21][CH2:22][NH:23][CH2:24][C:5]=3[C:4]=2[CH:3]=1.C(=O)([O-])[O-].[K+].[K+].Cl[C:32]([O:34][CH2:35][CH3:36])=[O:33]. Product: [CH2:35]([O:34][C:32]([N:23]1[CH2:22][CH2:21][C:6]2[N:7]([CH2:11][C:12]([OH:14])([C:15]3[CH:16]=[N:17][CH:18]=[CH:19][CH:20]=3)[CH3:13])[C:8]3[CH:9]=[CH:10][C:2]([CH3:1])=[CH:3][C:4]=3[C:5]=2[CH2:24]1)=[O:33])[CH3:36]. The catalyst class is: 47. (6) Reactant: [CH3:1][N:2]1[CH:6]=[CH:5][CH:4]=[N:3]1.CN(C)CCN(C)C.C([Li])CCC.[O:20]1[CH:22]2[CH2:23][CH2:24][CH2:25][CH2:26][CH2:27][CH:21]12. Product: [CH3:1][N:2]1[C:6]([C@H:22]2[CH2:23][CH2:24][CH2:25][CH2:26][CH2:27][C@@H:21]2[OH:20])=[CH:5][CH:4]=[N:3]1. The catalyst class is: 1. (7) Product: [C:12]([C:3]1[O:4][C:5]2[CH:10]=[CH:9][C:8]([Br:11])=[CH:7][C:6]=2[C:2]=1[NH:1][C:21]([C:17]1[CH:18]=[N:19][O:20][C:16]=1[CH3:15])=[O:22])(=[O:14])[CH3:13]. Reactant: [NH2:1][C:2]1[C:6]2[CH:7]=[C:8]([Br:11])[CH:9]=[CH:10][C:5]=2[O:4][C:3]=1[C:12](=[O:14])[CH3:13].[CH3:15][C:16]1[O:20][N:19]=[CH:18][C:17]=1[C:21](Cl)=[O:22]. The catalyst class is: 6.